From a dataset of Forward reaction prediction with 1.9M reactions from USPTO patents (1976-2016). Predict the product of the given reaction. (1) Given the reactants [F:1][C:2]([F:30])([F:29])[C:3]1[N:8]=[C:7]([C:9]2[C:14]([C:15]3[CH:16]=[CH:17][C:18]4[N:19]([CH:21]=[C:22]([C:24]([O:26]CC)=O)[N:23]=4)[CH:20]=3)=[CH:13][CH:12]=[CH:11][N:10]=2)[CH:6]=[CH:5][CH:4]=1.[NH3:31], predict the reaction product. The product is: [F:1][C:2]([F:29])([F:30])[C:3]1[N:8]=[C:7]([C:9]2[C:14]([C:15]3[CH:16]=[CH:17][C:18]4[N:19]([CH:21]=[C:22]([C:24]([NH2:31])=[O:26])[N:23]=4)[CH:20]=3)=[CH:13][CH:12]=[CH:11][N:10]=2)[CH:6]=[CH:5][CH:4]=1. (2) Given the reactants [F:1][C:2]1[CH:10]=[C:6]([C:7]([OH:9])=O)[C:5]([NH2:11])=[CH:4][CH:3]=1.[Cl:12][C:13]1[CH:18]=[CH:17][CH:16]=[CH:15][C:14]=1[N:19]=[C:20]=[S:21], predict the reaction product. The product is: [Cl:12][C:13]1[CH:18]=[CH:17][CH:16]=[CH:15][C:14]=1[N:19]1[C:7](=[O:9])[C:6]2[C:5](=[CH:4][CH:3]=[C:2]([F:1])[CH:10]=2)[NH:11][C:20]1=[S:21]. (3) The product is: [Cl:1][C:2]1[CH:3]=[C:4]([OH:21])[CH:5]=[C:6]2[C:11]=1[O:10][CH:9]([C:12]([F:15])([F:14])[F:13])[C:8]([C:16]([O:18][CH2:19][CH3:20])=[O:17])=[CH:7]2. Given the reactants [Cl:1][C:2]1[CH:3]=[C:4]([O:21]C)[CH:5]=[C:6]2[C:11]=1[O:10][CH:9]([C:12]([F:15])([F:14])[F:13])[C:8]([C:16]([O:18][CH2:19][CH3:20])=[O:17])=[CH:7]2.B(Br)(Br)Br, predict the reaction product. (4) The product is: [C:3]([NH:5][N:6]1[CH2:11][CH2:10][CH:9]([C:12]2[CH:13]=[CH:14][C:15]([C:18]3[N:23]=[C:22]([NH2:24])[CH:21]=[CH:20][CH:19]=3)=[CH:16][CH:17]=2)[CH2:8][CH2:7]1)(=[O:4])[CH3:2]. Given the reactants I[CH2:2][C:3]([NH2:5])=[O:4].[NH:6]1[CH2:11][CH2:10][CH:9]([C:12]2[CH:17]=[CH:16][C:15]([C:18]3[N:23]=[C:22]([NH2:24])[CH:21]=[CH:20][CH:19]=3)=[CH:14][CH:13]=2)[CH2:8][CH2:7]1, predict the reaction product. (5) Given the reactants [Cl:1][C:2]1[CH:7]=[CH:6][C:5]([N:8]2[C:16]([CH:17]([CH:21]3[CH2:26][CH2:25][CH2:24][CH2:23][CH2:22]3)[C:18](O)=[O:19])=[C:15]3[C:10]([CH:11]=[C:12]([F:28])[C:13]([F:27])=[CH:14]3)=[N:9]2)=[CH:4][CH:3]=1.S(Cl)(Cl)=O.[CH2:33]([O:35][C:36](=[O:49])[C:37]([O:40][C:41]1[CH:46]=[CH:45][C:44]([NH2:47])=[C:43]([F:48])[CH:42]=1)([CH3:39])[CH3:38])[CH3:34], predict the reaction product. The product is: [CH2:33]([O:35][C:36](=[O:49])[C:37]([O:40][C:41]1[CH:46]=[CH:45][C:44]([NH:47][C:18](=[O:19])[CH:17]([C:16]2[N:8]([C:5]3[CH:4]=[CH:3][C:2]([Cl:1])=[CH:7][CH:6]=3)[N:9]=[C:10]3[C:15]=2[CH:14]=[C:13]([F:27])[C:12]([F:28])=[CH:11]3)[CH:21]2[CH2:22][CH2:23][CH2:24][CH2:25][CH2:26]2)=[C:43]([F:48])[CH:42]=1)([CH3:39])[CH3:38])[CH3:34].